This data is from Full USPTO retrosynthesis dataset with 1.9M reactions from patents (1976-2016). The task is: Predict the reactants needed to synthesize the given product. (1) Given the product [Br:21][C:20]1[CH:19]=[N:18][N:17]([CH3:22])[C:16]=1[NH:15][C:2]1[CH:7]=[CH:6][C:5]([C:8]2[CH:13]=[CH:12][C:11]([CH3:14])=[CH:10][CH:9]=2)=[CH:4][CH:3]=1, predict the reactants needed to synthesize it. The reactants are: Br[C:2]1[CH:7]=[CH:6][C:5]([C:8]2[CH:13]=[CH:12][C:11]([CH3:14])=[CH:10][CH:9]=2)=[CH:4][CH:3]=1.[NH2:15][C:16]1[N:17]([CH3:22])[N:18]=[CH:19][C:20]=1[Br:21].CC(C)([O-])C.[Na+].C1C=CC(P(C2C(C3C(P(C4C=CC=CC=4)C4C=CC=CC=4)=CC=C4C=3C=CC=C4)=C3C(C=CC=C3)=CC=2)C2C=CC=CC=2)=CC=1. (2) Given the product [Cl:1][C:2]1[C:3](=[O:9])[N:4]([CH2:16][CH3:17])[N:5]=[CH:6][C:7]=1[Cl:8], predict the reactants needed to synthesize it. The reactants are: [Cl:1][C:2]1[C:3](=[O:9])[NH:4][N:5]=[CH:6][C:7]=1[Cl:8].C(=O)([O-])[O-].[K+].[K+].[CH2:16](I)[CH3:17]. (3) Given the product [CH3:14][O:13][CH2:12][CH2:11][S:8]([C:5]1[CH:6]=[CH:7][C:2]([C:26]2[CH:25]=[CH:24][C:23]([CH2:22][CH2:21][N:17]3[CH2:18][CH2:19][CH2:20][C@H:16]3[CH3:15])=[CH:28][CH:27]=2)=[CH:3][CH:4]=1)(=[O:10])=[O:9], predict the reactants needed to synthesize it. The reactants are: Br[C:2]1[CH:7]=[CH:6][C:5]([S:8]([CH2:11][CH2:12][O:13][CH3:14])(=[O:10])=[O:9])=[CH:4][CH:3]=1.[CH3:15][C@@H:16]1[CH2:20][CH2:19][CH2:18][N:17]1[CH2:21][CH2:22][C:23]1[CH:28]=[CH:27][C:26](B(O)O)=[CH:25][CH:24]=1.C([O-])([O-])=O.[Na+].[Na+]. (4) Given the product [N:15]1[CH:20]=[CH:19][CH:18]=[C:17]([C:21]2[CH:25]=[C:24]([C:26]([F:27])([F:28])[F:29])[N:23]([C:30]3[N:35]=[CH:34][C:33]([NH:36][C:12]([C:7]4[CH:8]=[CH:9][C:10](=[O:11])[N:5]([CH2:4][CH2:3][O:2][CH3:1])[CH:6]=4)=[O:13])=[CH:32][CH:31]=3)[N:22]=2)[CH:16]=1, predict the reactants needed to synthesize it. The reactants are: [CH3:1][O:2][CH2:3][CH2:4][N:5]1[C:10](=[O:11])[CH:9]=[CH:8][C:7]([C:12](Cl)=[O:13])=[CH:6]1.[N:15]1[CH:20]=[CH:19][CH:18]=[C:17]([C:21]2[CH:25]=[C:24]([C:26]([F:29])([F:28])[F:27])[N:23]([C:30]3[N:35]=[CH:34][C:33]([NH2:36])=[CH:32][CH:31]=3)[N:22]=2)[CH:16]=1.